Dataset: Forward reaction prediction with 1.9M reactions from USPTO patents (1976-2016). Task: Predict the product of the given reaction. (1) The product is: [C:8]1([CH3:18])[CH:13]=[CH:12][C:11]([S:14]([O:43][CH2:42][CH2:41][C@H:39]2[CH2:40][C@@H:38]2[C:34]2[CH:35]=[N:36][CH:37]=[C:32]([O:31][CH2:30][C@@H:27]3[CH2:28][CH2:29][NH:26]3)[CH:33]=2)(=[O:16])=[O:15])=[CH:10][CH:9]=1. Given the reactants CCN(CC)CC.[C:8]1([CH3:18])[CH:13]=[CH:12][C:11]([S:14](Cl)(=[O:16])=[O:15])=[CH:10][CH:9]=1.C(OC([N:26]1[CH2:29][CH2:28][C@H:27]1[CH2:30][O:31][C:32]1[CH:33]=[C:34]([C@H:38]2[CH2:40][C@@H:39]2[CH2:41][CH2:42][OH:43])[CH:35]=[N:36][CH:37]=1)=O)(C)(C)C, predict the reaction product. (2) Given the reactants CI.FC(F)(F)C(O)=O.C(O[C:15](=O)[NH:16][C:17]1[C:18]([O:25][C:26]2[CH:31]=[CH:30][C:29]([F:32])=[CH:28][CH:27]=2)=[N:19][C:20]([S:23][CH3:24])=[N:21][CH:22]=1)(C)(C)C.C(O)(C)(C)C.[F:39][C:40]([F:58])([F:57])[C:41]1[CH:42]=[C:43]([C:51]([CH3:56])([CH3:55])[C:52](Cl)=[O:53])[CH:44]=[C:45]([C:47]([F:50])([F:49])[F:48])[CH:46]=1, predict the reaction product. The product is: [F:39][C:40]([F:58])([F:57])[C:41]1[CH:42]=[C:43]([C:51]([CH3:56])([CH3:55])[C:52]([N:16]([C:17]2[C:18]([O:25][C:26]3[CH:31]=[CH:30][C:29]([F:32])=[CH:28][CH:27]=3)=[N:19][C:20]([S:23][CH3:24])=[N:21][CH:22]=2)[CH3:15])=[O:53])[CH:44]=[C:45]([C:47]([F:50])([F:49])[F:48])[CH:46]=1. (3) Given the reactants [NH2:1][C:2]1[S:3][CH:4]=[CH:5][N:6]=1.[C:7]([N+:11]#[C-:12])([CH3:10])([CH3:9])[CH3:8].[F:13][C:14]1[CH:21]=[CH:20][CH:19]=[CH:18][C:15]=1[CH:16]=O, predict the reaction product. The product is: [C:7]([NH:11][C:12]1[N:6]2[C:2]([S:3][CH:4]=[CH:5]2)=[N:1][C:16]=1[C:15]1[CH:18]=[CH:19][CH:20]=[CH:21][C:14]=1[F:13])([CH3:10])([CH3:9])[CH3:8]. (4) Given the reactants C([Mg]Cl)C1C=CC=CC=1.CCOCC.C(OC(N1CC(=O)C(CN(C(C)C)C(=O)C2C=CC(OC)=C(OCCCOC)C=2)C1)=O)(C)(C)C.C([O-])(O)=O.[Na+].C(OC([N:61]1[CH2:65][CH:64]([CH2:66][N:67]([CH:84]([CH3:86])[CH3:85])[C:68](=[O:83])[C:69]2[CH:74]=[CH:73][C:72]([O:75][CH3:76])=[C:71]([O:77][CH2:78][CH2:79][CH2:80][O:81][CH3:82])[CH:70]=2)[C:63]([CH2:88][C:89]2[CH:94]=[CH:93][CH:92]=[CH:91][CH:90]=2)([OH:87])[CH2:62]1)=O)(C)(C)C.Cl.O1CCOCC1, predict the reaction product. The product is: [CH2:88]([C@:63]1([OH:87])[CH2:62][NH:61][CH2:65][C@H:64]1[CH2:66][N:67]([CH:84]([CH3:85])[CH3:86])[C:68](=[O:83])[C:69]1[CH:74]=[CH:73][C:72]([O:75][CH3:76])=[C:71]([O:77][CH2:78][CH2:79][CH2:80][O:81][CH3:82])[CH:70]=1)[C:89]1[CH:94]=[CH:93][CH:92]=[CH:91][CH:90]=1. (5) Given the reactants Cl[C:2]1[C:7]([N+:8]([O-:10])=[O:9])=[CH:6][C:5]([C:11]([F:14])([F:13])[F:12])=[CH:4][N:3]=1.[F:15][C:16]([F:20])([F:19])[CH2:17][NH2:18].C(N(CC)C(C)C)(C)C.C(O)(=O)CC(CC(O)=O)(C(O)=O)O, predict the reaction product. The product is: [N+:8]([C:7]1[C:2]([NH:18][CH2:17][C:16]([F:20])([F:19])[F:15])=[N:3][CH:4]=[C:5]([C:11]([F:14])([F:13])[F:12])[CH:6]=1)([O-:10])=[O:9]. (6) Given the reactants [C:1]([C:3](=[C:9]([C:16]1[CH:21]=[CH:20][CH:19]=[CH:18][CH:17]=1)[C:10]1[CH:15]=[CH:14][CH:13]=[CH:12][CH:11]=1)[C:4]([O:6]CC)=[O:5])#[N:2].O.[OH-].[K+].Cl, predict the reaction product. The product is: [C:1]([C:3](=[C:9]([C:16]1[CH:21]=[CH:20][CH:19]=[CH:18][CH:17]=1)[C:10]1[CH:11]=[CH:12][CH:13]=[CH:14][CH:15]=1)[C:4]([OH:6])=[O:5])#[N:2].